Dataset: Catalyst prediction with 721,799 reactions and 888 catalyst types from USPTO. Task: Predict which catalyst facilitates the given reaction. (1) Reactant: [H-].[Na+].[CH3:3][S:4]([NH:7][C:8]1[CH:9]=[C:10]([C:18]([O:20][CH3:21])=[O:19])[CH:11]=[C:12]([CH:17]=1)[C:13]([O:15][CH3:16])=[O:14])(=[O:6])=[O:5].I[CH3:23]. Product: [CH3:23][N:7]([C:8]1[CH:9]=[C:10]([C:18]([O:20][CH3:21])=[O:19])[CH:11]=[C:12]([CH:17]=1)[C:13]([O:15][CH3:16])=[O:14])[S:4]([CH3:3])(=[O:6])=[O:5]. The catalyst class is: 3. (2) Reactant: [F:1][C:2]1[CH:7]=[C:6]([N+:8]([O-:10])=[O:9])[CH:5]=[CH:4][C:3]=1[C:11](C(OC)=O)([C:18]([O:20][CH3:21])=[O:19])[CH2:12][CH2:13][C:14]([O:16][CH3:17])=[O:15].[Cl-].[Na+].O. Product: [F:1][C:2]1[CH:7]=[C:6]([N+:8]([O-:10])=[O:9])[CH:5]=[CH:4][C:3]=1[CH2:11][CH2:12][CH2:13][C:14]([O:16][CH3:17])=[O:15].[F:1][C:2]1[CH:7]=[C:6]([N+:8]([O-:10])=[O:9])[CH:5]=[CH:4][C:3]=1[CH:11]([CH2:12][CH2:13][C:14]([O:16][CH3:17])=[O:15])[C:18]([O:20][CH3:21])=[O:19]. The catalyst class is: 16. (3) Reactant: [C:1]([C:3]1[N:4]=[C:5]([NH:23][CH2:24][C:25]2[CH:30]=[CH:29][CH:28]=[CH:27][CH:26]=2)[C:6](=[O:22])[N:7]([C:9]2[CH:10]=[C:11]([CH:18]=[CH:19][C:20]=2[CH3:21])[C:12]([NH:14][CH:15]2[CH2:17][CH2:16]2)=[O:13])[CH:8]=1)#[N:2].N.[OH:32]O.O. Product: [CH:15]1([NH:14][C:12]([C:11]2[CH:18]=[CH:19][C:20]([CH3:21])=[C:9]([N:7]3[C:6](=[O:22])[C:5]([NH:23][CH2:24][C:25]4[CH:26]=[CH:27][CH:28]=[CH:29][CH:30]=4)=[N:4][C:3]([C:1]([NH2:2])=[O:32])=[CH:8]3)[CH:10]=2)=[O:13])[CH2:16][CH2:17]1. The catalyst class is: 5. (4) Reactant: C([C:3]1[C:15]2[C:6](=[N:7][C:8]3[C:13]([CH:14]=2)=[CH:12][C:11]([Si:16]([CH3:19])([CH3:18])[CH3:17])=[CH:10][CH:9]=3)[S:5][C:4]=1[C:20]([NH2:22])=[O:21])C.N. Product: [CH3:17][Si:16]([CH3:19])([CH3:18])[C:11]1[CH:12]=[C:13]2[C:8](=[CH:9][CH:10]=1)[N:7]=[C:6]1[S:5][C:4]([C:20]([NH2:22])=[O:21])=[CH:3][C:15]1=[CH:14]2. The catalyst class is: 5.